Dataset: Reaction yield outcomes from USPTO patents with 853,638 reactions. Task: Predict the reaction yield, written as a fraction of the theoretical maximum amount of product (1.0 means a 100% yield; for example, 0.34 means a 34% yield). (1) The reactants are [O:1]=[C:2]([CH2:13][CH2:14][CH2:15][CH2:16][CH2:17][CH2:18][CH2:19][CH2:20][CH3:21])/[C:3](/[NH:6][C:7](=[O:12])[O:8][CH2:9][CH:10]=[CH2:11])=[CH:4]/[CH3:5].CON(C)[C:25](=O)/[C:26](/NC(=O)OCC=C)=[CH:27]/C. No catalyst specified. The product is [O:1]=[C:2]([CH2:13][CH2:14][CH2:15][CH2:16][CH2:17][CH2:18][CH2:19][CH2:20][CH2:21][CH2:25][CH2:26][CH3:27])/[C:3](/[NH:6][C:7](=[O:12])[O:8][CH2:9][CH:10]=[CH2:11])=[CH:4]/[CH3:5]. The yield is 0.650. (2) The reactants are [OH:1][C:2]([CH3:17])([CH3:16])[CH2:3][NH:4][C:5]([C:7]1[C:11]([N+:12]([O-])=O)=[CH:10][N:9]([CH3:15])[N:8]=1)=[O:6]. The catalyst is C(O)C.[Pd]. The product is [NH2:12][C:11]1[C:7]([C:5]([NH:4][CH2:3][C:2]([OH:1])([CH3:16])[CH3:17])=[O:6])=[N:8][N:9]([CH3:15])[CH:10]=1. The yield is 0.990. (3) The reactants are C([O-])(=O)C.[Na+].[CH3:6][C:7]([CH3:12])([CH3:11])[CH2:8][CH:9]=O.C([BH3-])#N.[Na+].Cl.[CH3:18][O:19][C:20]([C@@H:22]1[CH2:28][CH2:27][CH2:26][CH2:25][CH2:24][C@@H:23]1[NH2:29])=[O:21]. The catalyst is CO. The product is [CH3:18][O:19][C:20]([C@@H:22]1[CH2:28][CH2:27][CH2:26][CH2:25][CH2:24][C@@H:23]1[NH:29][CH2:9][CH2:8][C:7]([CH3:12])([CH3:11])[CH3:6])=[O:21]. The yield is 0.290. (4) The reactants are [H-].[Al+3].[Li+].[H-].[H-].[H-].C[O:8][C:9](=O)[C:10]1[CH:15]=[C:14]([O:16][C:17]2[CH:22]=[CH:21][CH:20]=[CH:19][CH:18]=2)[CH:13]=[N:12][CH:11]=1.O.[OH-].[Na+]. The catalyst is O1CCCC1. The product is [O:16]([C:14]1[CH:15]=[C:10]([CH2:9][OH:8])[CH:11]=[N:12][CH:13]=1)[C:17]1[CH:18]=[CH:19][CH:20]=[CH:21][CH:22]=1. The yield is 0.780.